Dataset: Full USPTO retrosynthesis dataset with 1.9M reactions from patents (1976-2016). Task: Predict the reactants needed to synthesize the given product. Given the product [F:1][C:2]1[CH:3]=[C:4]([CH:10]=[CH:11][CH:12]=1)[CH2:5][CH2:6][C:7]([OH:9])=[O:8], predict the reactants needed to synthesize it. The reactants are: [F:1][C:2]1[CH:3]=[C:4]([CH:10]=[CH:11][CH:12]=1)/[CH:5]=[CH:6]/[C:7]([OH:9])=[O:8].[H][H].